This data is from Peptide-MHC class I binding affinity with 185,985 pairs from IEDB/IMGT. The task is: Regression. Given a peptide amino acid sequence and an MHC pseudo amino acid sequence, predict their binding affinity value. This is MHC class I binding data. The peptide sequence is YDHALMSII. The MHC is HLA-B18:01 with pseudo-sequence HLA-B18:01. The binding affinity (normalized) is 0.0624.